From a dataset of NCI-60 drug combinations with 297,098 pairs across 59 cell lines. Regression. Given two drug SMILES strings and cell line genomic features, predict the synergy score measuring deviation from expected non-interaction effect. (1) Drug 1: CS(=O)(=O)C1=CC(=C(C=C1)C(=O)NC2=CC(=C(C=C2)Cl)C3=CC=CC=N3)Cl. Drug 2: CN1C2=C(C=C(C=C2)N(CCCl)CCCl)N=C1CCCC(=O)O.Cl. Cell line: DU-145. Synergy scores: CSS=-0.0955, Synergy_ZIP=1.16, Synergy_Bliss=1.10, Synergy_Loewe=-5.45, Synergy_HSA=-2.84. (2) Cell line: A498. Drug 1: CCC1(CC2CC(C3=C(CCN(C2)C1)C4=CC=CC=C4N3)(C5=C(C=C6C(=C5)C78CCN9C7C(C=CC9)(C(C(C8N6C)(C(=O)OC)O)OC(=O)C)CC)OC)C(=O)OC)O.OS(=O)(=O)O. Drug 2: CN(CC1=CN=C2C(=N1)C(=NC(=N2)N)N)C3=CC=C(C=C3)C(=O)NC(CCC(=O)O)C(=O)O. Synergy scores: CSS=17.8, Synergy_ZIP=0.862, Synergy_Bliss=2.25, Synergy_Loewe=-12.8, Synergy_HSA=1.42. (3) Drug 1: CC(C)(C#N)C1=CC(=CC(=C1)CN2C=NC=N2)C(C)(C)C#N. Drug 2: CC1=C2C(C(=O)C3(C(CC4C(C3C(C(C2(C)C)(CC1OC(=O)C(C(C5=CC=CC=C5)NC(=O)OC(C)(C)C)O)O)OC(=O)C6=CC=CC=C6)(CO4)OC(=O)C)O)C)O. Cell line: MDA-MB-435. Synergy scores: CSS=4.55, Synergy_ZIP=2.32, Synergy_Bliss=-0.680, Synergy_Loewe=-3.87, Synergy_HSA=-2.48. (4) Cell line: MDA-MB-435. Synergy scores: CSS=20.0, Synergy_ZIP=-4.66, Synergy_Bliss=0.775, Synergy_Loewe=-6.69, Synergy_HSA=2.63. Drug 1: CCCCCOC(=O)NC1=NC(=O)N(C=C1F)C2C(C(C(O2)C)O)O. Drug 2: CCN(CC)CCCC(C)NC1=C2C=C(C=CC2=NC3=C1C=CC(=C3)Cl)OC. (5) Drug 1: CCC1=C2CN3C(=CC4=C(C3=O)COC(=O)C4(CC)O)C2=NC5=C1C=C(C=C5)O. Drug 2: CS(=O)(=O)CCNCC1=CC=C(O1)C2=CC3=C(C=C2)N=CN=C3NC4=CC(=C(C=C4)OCC5=CC(=CC=C5)F)Cl. Cell line: NCI-H460. Synergy scores: CSS=20.4, Synergy_ZIP=11.2, Synergy_Bliss=14.8, Synergy_Loewe=-15.1, Synergy_HSA=14.2.